Dataset: Full USPTO retrosynthesis dataset with 1.9M reactions from patents (1976-2016). Task: Predict the reactants needed to synthesize the given product. (1) Given the product [N:3]1[CH:4]=[CH:5][CH:6]=[CH:7][C:2]=1[C:29]([C:21]1([C:17]2[CH:16]=[C:15]([C:14]([F:32])([F:31])[F:13])[CH:20]=[CH:19][N:18]=2)[CH2:24][C:23]2([O:28][CH2:27][CH2:26][O:25]2)[CH2:22]1)=[O:34], predict the reactants needed to synthesize it. The reactants are: Br[C:2]1[CH:7]=[CH:6][CH:5]=[CH:4][N:3]=1.[Li]CCCC.[F:13][C:14]([F:32])([F:31])[C:15]1[CH:20]=[CH:19][N:18]=[C:17]([C:21]2([C:29]#N)[CH2:24][C:23]3([O:28][CH2:27][CH2:26][O:25]3)[CH2:22]2)[CH:16]=1.Cl.[OH-:34].[Na+]. (2) Given the product [Br:15][C:5]1[N:4]([CH:12]([CH3:13])[CH3:14])[N:3]=[C:2]([OH:1])[C:6]=1[C:7]([O:9][CH2:10][CH3:11])=[O:8], predict the reactants needed to synthesize it. The reactants are: [OH:1][C:2]1[C:6]([C:7]([O:9][CH2:10][CH3:11])=[O:8])=[CH:5][N:4]([CH:12]([CH3:14])[CH3:13])[N:3]=1.[Br:15]N1C(=O)CCC1=O. (3) The reactants are: [F:1][C:2]1[CH:3]=[CH:4][CH:5]=[C:6]2[C:11]=1[N:10]=[CH:9][CH:8]=[C:7]2[NH:12][C:13]([NH:15][C:16]1[CH:21]=[CH:20][CH:19]=[C:18](I)[N:17]=1)=[O:14].[O:23]1[CH2:28][CH:27]=[C:26](B2OC(C)(C)C(C)(C)O2)[CH2:25][CH2:24]1.C(=O)([O-])[O-].[Na+].[Na+]. Given the product [O:23]1[CH2:24][CH:25]=[C:26]([C:18]2[N:17]=[C:16]([NH:15][C:13]([NH:12][C:7]3[C:6]4[C:11](=[C:2]([F:1])[CH:3]=[CH:4][CH:5]=4)[N:10]=[CH:9][CH:8]=3)=[O:14])[CH:21]=[CH:20][CH:19]=2)[CH2:27][CH2:28]1, predict the reactants needed to synthesize it. (4) The reactants are: [NH:1]([C:4]1[CH:5]=[CH:6][C:7]([CH3:22])=[C:8]([NH:10][C:11]([C:13]2[N:17]3[CH:18]=[CH:19][CH:20]=[CH:21][C:16]3=[N:15][CH:14]=2)=[O:12])[CH:9]=1)[C:2]#[N:3].[NH2:23][OH:24]. Given the product [OH:24]/[N:23]=[C:2](\[NH2:3])/[NH:1][C:4]1[CH:5]=[CH:6][C:7]([CH3:22])=[C:8]([NH:10][C:11]([C:13]2[N:17]3[CH:18]=[CH:19][CH:20]=[CH:21][C:16]3=[N:15][CH:14]=2)=[O:12])[CH:9]=1, predict the reactants needed to synthesize it. (5) The reactants are: [NH2:1][C:2]1[CH:7]=[CH:6][C:5]([NH:8][C:9](=[O:24])[CH2:10][C:11]2[CH:16]=[CH:15][CH:14]=[C:13]([N:17]3[C:21]([CH3:22])=[CH:20][CH:19]=[C:18]3[CH3:23])[N:12]=2)=[CH:4][CH:3]=1.[Cl:25][C:26]1[N:34]=[C:33]([CH3:35])[CH:32]=[CH:31][C:27]=1[C:28](O)=[O:29].F[P-](F)(F)(F)(F)F.N1(O[P+](N2CCCC2)(N2CCCC2)N2CCCC2)C2C=CC=CC=2N=N1.C(N(C(C)C)CC)(C)C.Cl. Given the product [Cl:25][C:26]1[N:34]=[C:33]([CH3:35])[CH:32]=[CH:31][C:27]=1[C:28]([NH:1][C:2]1[CH:7]=[CH:6][C:5]([NH:8][C:9](=[O:24])[CH2:10][C:11]2[CH:16]=[CH:15][CH:14]=[C:13]([N:17]3[C:21]([CH3:22])=[CH:20][CH:19]=[C:18]3[CH3:23])[N:12]=2)=[CH:4][CH:3]=1)=[O:29], predict the reactants needed to synthesize it. (6) Given the product [OH:1][C:2]1[CH:7]=[CH:6][C:5]([C:8]([N:10]2[CH2:14][CH2:13][CH2:12][CH2:11]2)=[O:9])=[CH:4][C:3]=1[C:15]1[CH:16]=[CH:28][C:23]2[C:24](=[CH:25][CH:26]=[C:21]([C:20]([OH:30])=[O:19])[CH:22]=2)[N:27]=1, predict the reactants needed to synthesize it. The reactants are: [OH:1][C:2]1[CH:7]=[CH:6][C:5]([C:8]([N:10]2[CH2:14][CH2:13][CH2:12][CH2:11]2)=[O:9])=[CH:4][C:3]=1[C:15](=O)[CH3:16].C[O:19][C:20](=[O:30])[C:21]1[CH:26]=[CH:25][C:24]([NH2:27])=[C:23]([CH:28]=O)[CH:22]=1.[OH-].[K+].C(O)C. (7) Given the product [CH3:30][O:31][C:32]([CH2:33][NH:34][CH2:2][C:3]([NH:5][C:6]1[CH:14]=[CH:13][CH:12]=[C:11]2[C:7]=1[CH:8]=[C:9]([C:24]([O:26][CH2:27][CH3:28])=[O:25])[N:10]2[CH2:15][C:16]1[CH:21]=[CH:20][C:19]([Cl:22])=[C:18]([Cl:23])[CH:17]=1)=[O:4])=[O:35], predict the reactants needed to synthesize it. The reactants are: Cl[CH2:2][C:3]([NH:5][C:6]1[CH:14]=[CH:13][CH:12]=[C:11]2[C:7]=1[CH:8]=[C:9]([C:24]([O:26][CH2:27][CH3:28])=[O:25])[N:10]2[CH2:15][C:16]1[CH:21]=[CH:20][C:19]([Cl:22])=[C:18]([Cl:23])[CH:17]=1)=[O:4].Cl.[CH3:30][O:31][C:32](=[O:35])[CH2:33][NH2:34].C(N(CC)CC)C. (8) Given the product [NH2:31][C:10]1[C:11]2[C:16](=[CH:15][CH:14]=[C:13]([NH:17][C:18]([NH:20][CH2:21][CH2:22][C:23]3[CH:28]=[CH:27][CH:26]=[C:25]([O:29][CH3:30])[CH:24]=3)=[O:19])[CH:12]=2)[NH:8][N:9]=1, predict the reactants needed to synthesize it. The reactants are: C(OC([N:8]1[C:16]2[C:11](=[CH:12][C:13]([NH:17][C:18]([NH:20][CH2:21][CH2:22][C:23]3[CH:28]=[CH:27][CH:26]=[C:25]([O:29][CH3:30])[CH:24]=3)=[O:19])=[CH:14][CH:15]=2)[C:10]([NH2:31])=[N:9]1)=O)(C)(C)C.